The task is: Predict the product of the given reaction.. This data is from Forward reaction prediction with 1.9M reactions from USPTO patents (1976-2016). (1) Given the reactants [Br:1][C:2]1[CH:7]=[CH:6][C:5]([C:8](=[O:29])[CH2:9][C:10]([CH2:21][CH2:22][C:23]2[CH:28]=[CH:27][CH:26]=[CH:25][CH:24]=2)(C(OCC)=O)[C:11]([O:13][CH2:14][CH3:15])=[O:12])=[CH:4][CH:3]=1.[OH-].[Na+], predict the reaction product. The product is: [Br:1][C:2]1[CH:3]=[CH:4][C:5]([C:8](=[O:29])[CH2:9][CH:10]([CH2:21][CH2:22][C:23]2[CH:24]=[CH:25][CH:26]=[CH:27][CH:28]=2)[C:11]([O:13][CH2:14][CH3:15])=[O:12])=[CH:6][CH:7]=1. (2) The product is: [C:1]([C:5]1[CH:29]=[CH:28][CH:27]=[CH:26][C:6]=1[O:7][C:8]1[C:13]([NH:14][C:15]2[S:16][C:17](/[C:24](/[NH2:25])=[N:31]/[OH:32])=[C:18]([C:20]([F:22])([F:23])[F:21])[N:19]=2)=[CH:12][CH:11]=[CH:10][N:9]=1)([CH3:4])([CH3:2])[CH3:3]. Given the reactants [C:1]([C:5]1[CH:29]=[CH:28][CH:27]=[CH:26][C:6]=1[O:7][C:8]1[C:13]([NH:14][C:15]2[S:16][C:17]([C:24]#[N:25])=[C:18]([C:20]([F:23])([F:22])[F:21])[N:19]=2)=[CH:12][CH:11]=[CH:10][N:9]=1)([CH3:4])([CH3:3])[CH3:2].Cl.[NH2:31][OH:32].CCN(C(C)C)C(C)C, predict the reaction product. (3) The product is: [CH2:1]([O:8][C:9]1[CH:14]=[CH:13][C:12]([CH2:15][C:16]2[C:24]3[C:19](=[N:20][CH:21]=[CH:22][CH:23]=3)[NH:18][CH:17]=2)=[CH:11][C:10]=1[O:27][CH3:28])[C:2]1[CH:7]=[CH:6][CH:5]=[CH:4][CH:3]=1. Given the reactants [CH2:1]([O:8][C:9]1[CH:14]=[CH:13][C:12]([CH:15](OC)[C:16]2[C:24]3[C:19](=[N:20][CH:21]=[CH:22][CH:23]=3)[NH:18][CH:17]=2)=[CH:11][C:10]=1[O:27][CH3:28])[C:2]1[CH:7]=[CH:6][CH:5]=[CH:4][CH:3]=1.FC(F)(F)C(O)=O.C([SiH](CC)CC)C, predict the reaction product. (4) The product is: [C:2]([O:6][C:7](=[O:8])[CH2:9][CH2:10][CH2:11][CH2:42][C:39]1[CH:40]=[CH:41][N:36]=[CH:37][CH:38]=1)([CH3:3])([CH3:4])[CH3:5]. Given the reactants [Br-].[C:2]([O:6][C:7]([CH2:9][CH2:10][CH2:11][P+](C1C=CC=CC=1)(C1C=CC=CC=1)C1C=CC=CC=1)=[O:8])([CH3:5])([CH3:4])[CH3:3].C([Li])CCC.[N:36]1[CH:41]=[CH:40][C:39]([CH:42]=O)=[CH:38][CH:37]=1.[H][H], predict the reaction product. (5) Given the reactants P(Cl)(Cl)([Cl:3])=O.CN(C)C1C=CC=CC=1.[CH3:15][O:16][C:17]1[CH:18]=[C:19]2[C:24](=[CH:25][CH:26]=1)[N:23]=[N:22][CH:21]=[C:20]2O, predict the reaction product. The product is: [CH3:15][O:16][C:17]1[CH:18]=[C:19]2[C:24](=[CH:25][CH:26]=1)[N:23]=[N:22][CH:21]=[C:20]2[Cl:3]. (6) Given the reactants [F:1][C:2]1[C:3]([N:9]2[CH:13]=[CH:12][CH:11]=[N:10]2)=[CH:4][CH:5]=[C:6]([NH2:8])[CH:7]=1.[Br-:14].[Br-].[Br-].[NH+]1C=CC=CC=1.[NH+]1C=CC=CC=1.[NH+]1C=CC=CC=1, predict the reaction product. The product is: [Br:14][C:5]1[CH:4]=[C:3]([N:9]2[CH:13]=[CH:12][CH:11]=[N:10]2)[C:2]([F:1])=[CH:7][C:6]=1[NH2:8].